From a dataset of Catalyst prediction with 721,799 reactions and 888 catalyst types from USPTO. Predict which catalyst facilitates the given reaction. Reactant: [CH3:1][S:2]([C:5]1[CH:10]=[CH:9][C:8]([NH:11][C:12]2[N:17]=[C:16]([C:18]#[C:19][C:20]3[CH:25]=[CH:24][CH:23]=[CH:22][C:21]=3[N:26]([CH3:31])[S:27]([CH3:30])(=[O:29])=[O:28])[CH:15]=[CH:14][N:13]=2)=[CH:7][CH:6]=1)(=[O:4])=[O:3].[H][H]. Product: [CH3:1][S:2]([C:5]1[CH:6]=[CH:7][C:8]([NH:11][C:12]2[N:17]=[C:16]([CH2:18][CH2:19][C:20]3[CH:25]=[CH:24][CH:23]=[CH:22][C:21]=3[N:26]([CH3:31])[S:27]([CH3:30])(=[O:28])=[O:29])[CH:15]=[CH:14][N:13]=2)=[CH:9][CH:10]=1)(=[O:3])=[O:4]. The catalyst class is: 5.